This data is from CYP2C9 inhibition data for predicting drug metabolism from PubChem BioAssay. The task is: Regression/Classification. Given a drug SMILES string, predict its absorption, distribution, metabolism, or excretion properties. Task type varies by dataset: regression for continuous measurements (e.g., permeability, clearance, half-life) or binary classification for categorical outcomes (e.g., BBB penetration, CYP inhibition). Dataset: cyp2c9_veith. (1) The molecule is O=C(O)[C@@H]1CCCN1Cc1c[nH]c2ccccc12. The result is 0 (non-inhibitor). (2) The compound is O=C1c2ccccc2CCC12N=NCC2c1ccc(Cl)cc1. The result is 1 (inhibitor). (3) The drug is Cl/C(=C\n1cncn1)c1ccc(Cl)cc1Cl. The result is 0 (non-inhibitor). (4) The compound is Nc1nc(N2CCOCC2)cc(=O)[nH]1. The result is 0 (non-inhibitor). (5) The molecule is Cc1cc(N2CCN(c3nc4ccccc4s3)CC2)n2ncnc2n1. The result is 0 (non-inhibitor). (6) The compound is COc1ncc2nc(-c3cn(C)c4ccccc34)c(=O)n(C[C@H]3CCCO3)c2n1. The result is 0 (non-inhibitor). (7) The drug is Cc1cccc(CNc2cc(-c3ccc(C(=O)N(C)C)cc3)ncn2)c1. The result is 0 (non-inhibitor). (8) The compound is CC(=O)N[C@@H]1CCSC1=O. The result is 0 (non-inhibitor). (9) The compound is NC(=O)c1ccc(OC[C@H](O)CN2CC=C(c3ccc(F)cc3)CC2)cc1. The result is 0 (non-inhibitor).